The task is: Predict the reactants needed to synthesize the given product.. This data is from Full USPTO retrosynthesis dataset with 1.9M reactions from patents (1976-2016). Given the product [CH:1]([C:4]1[CH:9]=[CH:8][C:7]([C:10]2[O:14][C:13](=[O:15])[N:12]([CH2:1][C:4]3[CH:9]=[CH:8][C:7]([C:10]([O:14][CH3:13])=[O:16])=[CH:6][CH:5]=3)[N:11]=2)=[CH:6][CH:5]=1)([CH3:3])[CH3:2], predict the reactants needed to synthesize it. The reactants are: [CH:1]([C:4]1[CH:9]=[CH:8][C:7]([C:10]2[O:14][C:13](=[O:15])[NH:12][N:11]=2)=[CH:6][CH:5]=1)([CH3:3])[CH3:2].[OH-:16].[Na+].